From a dataset of Catalyst prediction with 721,799 reactions and 888 catalyst types from USPTO. Predict which catalyst facilitates the given reaction. (1) Reactant: [Br:1][C:2]1[CH:3]=[C:4]2[C:9](=[CH:10][CH:11]=1)[C:8](=[O:12])[NH:7][C:6](=[O:13])[C:5]2=[CH:14]OC.[N:17]1([CH2:22][C:23]2[CH:28]=[CH:27][C:26]([NH2:29])=[CH:25][CH:24]=2)[CH2:21][CH2:20][CH2:19][CH2:18]1. Product: [Br:1][C:2]1[CH:3]=[C:4]2[C:9](=[CH:10][CH:11]=1)[C:8](=[O:12])[NH:7][C:6](=[O:13])[C:5]2=[CH:14][NH:29][C:26]1[CH:25]=[CH:24][C:23]([CH2:22][N:17]2[CH2:21][CH2:20][CH2:19][CH2:18]2)=[CH:28][CH:27]=1. The catalyst class is: 9. (2) Reactant: [Br:1][C:2]1[S:6][C:5]([CH:7]([C:9]2[CH:14]=[CH:13][CH:12]=[C:11]([F:15])[CH:10]=2)O)=[CH:4][CH:3]=1.[CH3:16][O:17][C:18]([O:22][Si](C)(C)C)=[C:19](C)[CH3:20].C([O-])([O-])=O.[K+].[K+]. Product: [Br:1][C:2]1[S:6][C:5]([CH:7]([C:9]2[CH:14]=[CH:13][CH:12]=[C:11]([F:15])[CH:10]=2)[CH:19]([CH3:20])[C:18]([O:17][CH3:16])=[O:22])=[CH:4][CH:3]=1. The catalyst class is: 528. (3) Reactant: [Cl:1][C:2]1[C:3]([CH:11]([CH:13]2[CH2:18][CH2:17][CH2:16][CH2:15][CH2:14]2)[OH:12])=[C:4]2[CH:10]=[CH:9][NH:8][C:5]2=[N:6][CH:7]=1.CC(OI1(OC(C)=O)(OC(C)=O)OC(=O)C2C=CC=CC1=2)=O. Product: [Cl:1][C:2]1[C:3]([C:11]([CH:13]2[CH2:14][CH2:15][CH2:16][CH2:17][CH2:18]2)=[O:12])=[C:4]2[CH:10]=[CH:9][NH:8][C:5]2=[N:6][CH:7]=1. The catalyst class is: 2. (4) Reactant: [Br:1][C:2]1[C:7]([NH:8][C:9](=[O:14])[C:10]([F:13])([F:12])[F:11])=[CH:6][CH:5]=[C:4]([O:15][CH3:16])[N:3]=1.[CH2:17](Br)[CH:18]=[CH2:19].C(=O)([O-])[O-].[Na+].[Na+]. Product: [CH2:19]([N:8]([C:7]1[C:2]([Br:1])=[N:3][C:4]([O:15][CH3:16])=[CH:5][CH:6]=1)[C:9](=[O:14])[C:10]([F:13])([F:11])[F:12])[CH:18]=[CH2:17]. The catalyst class is: 23.